From a dataset of NCI-60 drug combinations with 297,098 pairs across 59 cell lines. Regression. Given two drug SMILES strings and cell line genomic features, predict the synergy score measuring deviation from expected non-interaction effect. (1) Synergy scores: CSS=13.9, Synergy_ZIP=0.843, Synergy_Bliss=5.11, Synergy_Loewe=5.59, Synergy_HSA=5.29. Drug 2: CC=C1C(=O)NC(C(=O)OC2CC(=O)NC(C(=O)NC(CSSCCC=C2)C(=O)N1)C(C)C)C(C)C. Cell line: UO-31. Drug 1: CCCS(=O)(=O)NC1=C(C(=C(C=C1)F)C(=O)C2=CNC3=C2C=C(C=N3)C4=CC=C(C=C4)Cl)F. (2) Drug 1: C1CN1C2=NC(=NC(=N2)N3CC3)N4CC4. Drug 2: C1CCC(C(C1)N)N.C(=O)(C(=O)[O-])[O-].[Pt+4]. Cell line: A498. Synergy scores: CSS=43.8, Synergy_ZIP=-0.773, Synergy_Bliss=-0.930, Synergy_Loewe=0.405, Synergy_HSA=5.32.